This data is from CYP3A4 inhibition data for predicting drug metabolism from PubChem BioAssay. The task is: Regression/Classification. Given a drug SMILES string, predict its absorption, distribution, metabolism, or excretion properties. Task type varies by dataset: regression for continuous measurements (e.g., permeability, clearance, half-life) or binary classification for categorical outcomes (e.g., BBB penetration, CYP inhibition). Dataset: cyp3a4_veith. (1) The drug is N#CC1=C(N)OC2=C(C(=O)CC(c3ccco3)C2)C1c1ccc(OCc2c(F)cccc2Cl)cc1. The result is 1 (inhibitor). (2) The molecule is COc1ccccc1CNc1ncncc1-c1ccccc1C(F)(F)F. The result is 1 (inhibitor).